Dataset: Experimentally validated miRNA-target interactions with 360,000+ pairs, plus equal number of negative samples. Task: Binary Classification. Given a miRNA mature sequence and a target amino acid sequence, predict their likelihood of interaction. (1) The protein sequence of the target gene is MMFPQSRHSGSSHLPQQLKFTTSDSCDRIKDEFQLLQAQYHSLKLECDKLASEKSEMQRHYVMYYEMSYGLNIEMHKQAEIVKRLNGICAQVLPYLSQEHQQQVLGAIERAKQVTAPELNSIIRQQLQAHQLSQLQALALPLTPLPVGLQPPSLPAVSAGTGLLSLSALGSQAHLSKEDKNGHDGDTHQEDDGEKSD. Result: 0 (no interaction). The miRNA is hsa-miR-18a-5p with sequence UAAGGUGCAUCUAGUGCAGAUAG. (2) The miRNA is hsa-miR-4652-3p with sequence GUUCUGUUAACCCAUCCCCUCA. The protein sequence of the target gene is MSYPMHWGEWILNFRVPPAGVFGVAFLARVALVFYGVFQDRTLLVRYTDIDYHVFTDAARFVTEGRSPYLRATYRYTPLLSWLLTPNVYLSELFGKFLFISCDLLTAFLLYRLLLLKGLGRRQACGYCVFWLLNPLPMAVSSRGNADSIVASLVLSTLYFIEKRLIACAAVFYGFAVHMKMYPVTYILPIALHLRPERDDDERLRQARFSFQARLYDFLRRLCSWAVLLFVAVAGLTFVALSFGFYYKYGWEFLEHTYFYHLTRRDIRHNFSPYFYMLYLTAESKWSFTLGIAAFLPQFI.... Result: 0 (no interaction). (3) The miRNA is mmu-miR-3969 with sequence CCCUAAAGUAGAAAUCACUA. The protein sequence of the target gene is MALSPGANLVFHEDPKMTPSPPSCGAPGLGSGTIPQPHPDMAQVPMLNLLPSPGLALVPDLNDSLSPVSGEASGLVSENTPRPDDSRAIAPASLQITSSCSGEALDLDSKDVSRPDSQGRLCPASNPILSPSSTEAPRLSSGNHPQSNSEDAFKCLSSKIFKLGQRNSNPSRHELNPFIRHHSREGLVLGHCISRPSSKALLIPTSNSSLDLDSNPLLNMGSRNTSKLNLNVAPDSHGTLIPDTNETITLASHNISESVSKGAFSTTWSTSSKETMNVASSGHSRSDLSVTITQASYVTL.... Result: 0 (no interaction).